This data is from Full USPTO retrosynthesis dataset with 1.9M reactions from patents (1976-2016). The task is: Predict the reactants needed to synthesize the given product. (1) Given the product [C:1]1([N:7]2[C:11]3[C:12]([C:16]([NH2:17])=[O:31])=[CH:13][CH:14]=[CH:15][C:10]=3[N:9]=[C:8]2[C@@H:18]([NH:20][C:21]2[N:29]=[CH:28][N:27]=[C:26]3[C:22]=2[N:23]=[CH:24][NH:25]3)[CH3:19])[CH:2]=[CH:3][CH:4]=[CH:5][CH:6]=1, predict the reactants needed to synthesize it. The reactants are: [C:1]1([N:7]2[C:11]3[C:12]([C:16]#[N:17])=[CH:13][CH:14]=[CH:15][C:10]=3[N:9]=[C:8]2[C@@H:18]([NH:20][C:21]2[N:29]=[CH:28][N:27]=[C:26]3[C:22]=2[N:23]=[CH:24][NH:25]3)[CH3:19])[CH:6]=[CH:5][CH:4]=[CH:3][CH:2]=1.C([O-])([O-])=[O:31].[K+].[K+].OO. (2) The reactants are: [F:1][C:2]1[CH:7]=[C:6]([I:8])[CH:5]=[CH:4][C:3]=1[CH2:9][C:10]#N.[OH2:12].[OH-:13].[K+]. Given the product [F:1][C:2]1[CH:7]=[C:6]([I:8])[CH:5]=[CH:4][C:3]=1[CH2:9][C:10]([OH:13])=[O:12], predict the reactants needed to synthesize it. (3) Given the product [CH:1]1([CH:6]([C:9]2[NH:13][N:12]=[N:11][N:10]=2)[CH2:7][NH2:8])[CH2:5][CH2:4][CH2:3][CH2:2]1, predict the reactants needed to synthesize it. The reactants are: [C:1]1(=[C:6]([C:9]2[N:10]=[N:11][N:12](C(C3C=CC=CC=3)(C3C=CC=CC=3)C3C=CC=CC=3)[N:13]=2)[C:7]#[N:8])[CH2:5][CH2:4][CH2:3][CH2:2]1.Cl. (4) The reactants are: C(OC(=O)[NH:7][C:8]1[CH:13]=[CH:12][C:11]([C:14]2C=C[CH:17]=[CH:16][C:15]=2F)=[CH:10][C:9]=1[NH:21][C:22](=[O:37])[CH2:23][C:24](=O)[C:25]1[CH:30]=[CH:29][CH:28]=[C:27]([N:31]2[CH:35]=[CH:34][N:33]=[N:32]2)[CH:26]=1)(C)(C)C.[C:39](O)([C:41]([F:44])(F)F)=O. Given the product [F:44][C:41]1[CH:39]=[CH:17][CH:16]=[CH:15][C:14]=1[C:11]1[CH:12]=[CH:13][C:8]2[N:7]=[C:24]([C:25]3[CH:30]=[CH:29][CH:28]=[C:27]([N:31]4[CH:35]=[CH:34][N:33]=[N:32]4)[CH:26]=3)[CH2:23][C:22](=[O:37])[NH:21][C:9]=2[CH:10]=1, predict the reactants needed to synthesize it. (5) Given the product [O:3]([C:10]1[CH:11]=[CH:12][C:13]([C:16]2[C:24]3[C:23]([NH2:25])=[N:22][CH:21]=[N:20][C:19]=3[N:18]([CH:39]3[CH2:48][CH2:47][C:42]4([O:46][CH2:45][CH2:44][O:43]4)[CH2:41][CH2:40]3)[CH:17]=2)=[CH:14][CH:15]=1)[C:4]1[CH:9]=[CH:8][CH:7]=[CH:6][CH:5]=1, predict the reactants needed to synthesize it. The reactants are: [H-].[Na+].[O:3]([C:10]1[CH:15]=[CH:14][C:13]([C:16]2[C:24]3[C:23]([NH2:25])=[N:22][CH:21]=[N:20][C:19]=3[NH:18][CH:17]=2)=[CH:12][CH:11]=1)[C:4]1[CH:9]=[CH:8][CH:7]=[CH:6][CH:5]=1.[H][H].S(O[CH:39]1[CH2:48][CH2:47][C:42]2([O:46][CH2:45][CH2:44][O:43]2)[CH2:41][CH2:40]1)(C1C=CC(C)=CC=1)(=O)=O.O1C2(CCC(=O)CC2)OCC1. (6) Given the product [C:2]1([CH2:1][C:13]([C:15]2[C:23]3[C:18](=[N:19][CH:20]=[CH:21][CH:22]=3)[N:17]([Si:24]([CH:28]([CH3:30])[CH3:29])([CH:31]([CH3:33])[CH3:32])[CH:25]([CH3:26])[CH3:27])[CH:16]=2)=[O:14])[CH:7]=[CH:6][CH:5]=[CH:4][CH:3]=1, predict the reactants needed to synthesize it. The reactants are: [CH2:1]([Mg]Cl)[C:2]1[CH:7]=[CH:6][CH:5]=[CH:4][CH:3]=1.CON(C)[C:13]([C:15]1[C:23]2[C:18](=[N:19][CH:20]=[CH:21][CH:22]=2)[N:17]([Si:24]([CH:31]([CH3:33])[CH3:32])([CH:28]([CH3:30])[CH3:29])[CH:25]([CH3:27])[CH3:26])[CH:16]=1)=[O:14]. (7) Given the product [Cl:22][C:23]1[CH:31]=[CH:30][C:29]2[C:25](=[C:26]3[NH:32][C:6]([CH:8]4[CH2:9][CH2:10][N:11]([C:14]([O:16][C:17]([CH3:18])([CH3:19])[CH3:20])=[O:15])[CH2:12][CH2:13]4)=[CH:5][C:4](=[O:21])[N:27]3[N:28]=2)[CH:24]=1, predict the reactants needed to synthesize it. The reactants are: C(O[C:4](=[O:21])[CH2:5][C:6]([CH:8]1[CH2:13][CH2:12][N:11]([C:14]([O:16][C:17]([CH3:20])([CH3:19])[CH3:18])=[O:15])[CH2:10][CH2:9]1)=O)C.[Cl:22][C:23]1[CH:24]=[C:25]2[C:29](=[CH:30][CH:31]=1)[NH:28][N:27]=[C:26]2[NH2:32].P([O-])([O-])([O-])=O.[K+].[K+].[K+]. (8) The reactants are: [SH:1][C:2]1[CH:17]=[CH:16][CH:15]=[C:14]([O:18][CH3:19])[C:3]=1[C:4](=O)[CH:5]=[CH:6][CH:7]1[CH:12]=[CH:11][CH:10]=[CH:9][CH2:8]1.C(N(CC)CC)C.Br[CH2:28][C:29]([O:31][CH3:32])=[O:30].O. Given the product [CH3:19][O:18][C:14]1[C:3]2[C:4]([CH2:5][CH2:6][C:7]3[CH:12]=[CH:11][CH:10]=[CH:9][CH:8]=3)=[C:28]([C:29]([O:31][CH3:32])=[O:30])[S:1][C:2]=2[CH:17]=[CH:16][CH:15]=1, predict the reactants needed to synthesize it. (9) The reactants are: [C:1]([C:5]1[O:6][C:7]([C:20]2[CH:25]=[CH:24][C:23]([N:26]3[CH2:31][CH2:30][S:29](=[NH:33])(=[O:32])[CH2:28][CH2:27]3)=[CH:22][CH:21]=2)=[C:8]([C@@H:10]2[CH2:15][CH2:14][C@H:13]([F:16])[CH2:12][C@H:11]2[C:17]([OH:19])=O)[N:9]=1)([CH3:4])([CH3:3])[CH3:2].Cl.[NH2:35][C:36]1([C:39]#[N:40])[CH2:38][CH2:37]1.CCN(C(C)C)C(C)C.CN(C(ON1N=NC2C=CC=NC1=2)=[N+](C)C)C.F[P-](F)(F)(F)(F)F. Given the product [C:1]([C:5]1[O:6][C:7]([C:20]2[CH:21]=[CH:22][C:23]([N:26]3[CH2:31][CH2:30][S:29](=[NH:33])(=[O:32])[CH2:28][CH2:27]3)=[CH:24][CH:25]=2)=[C:8]([C@@H:10]2[CH2:15][CH2:14][C@H:13]([F:16])[CH2:12][CH:11]2[C:17]([NH:35][C:36]2([C:39]#[N:40])[CH2:38][CH2:37]2)=[O:19])[N:9]=1)([CH3:4])([CH3:3])[CH3:2], predict the reactants needed to synthesize it. (10) Given the product [C:17]([NH:21][CH2:20][CH2:19][O:9][C:8]1[CH:10]=[CH:11][C:3]([CH2:2][C:1]([O:13][CH3:14])=[O:12])=[CH:4][C:5]=1[O:6][CH3:7])(=[O:18])[CH2:15][CH3:16], predict the reactants needed to synthesize it. The reactants are: [C:1]([O:13][CH3:14])(=[O:12])[CH2:2][C:3]1[CH:11]=[CH:10][C:8]([OH:9])=[C:5]([O:6][CH3:7])[CH:4]=1.[CH2:15]([C:17]1[O:18][CH2:19][CH2:20][N:21]=1)[CH3:16].